From a dataset of Reaction yield outcomes from USPTO patents with 853,638 reactions. Predict the reaction yield, written as a fraction of the theoretical maximum amount of product (1.0 means a 100% yield; for example, 0.34 means a 34% yield). (1) The reactants are [CH3:1][O:2][C:3]1[CH:8]=[CH:7][C:6]([CH:9]([C:42]2[CH:47]=[CH:46][C:45]([O:48][CH3:49])=[CH:44][CH:43]=2)[O:10][CH:11]([C:36]2[CH:41]=[CH:40][CH:39]=[CH:38][CH:37]=2)[CH:12]2[CH:16]([OH:17])[CH2:15][N:14]([C:18](=[O:35])[CH2:19][CH2:20][CH2:21][CH2:22][CH2:23][N:24]3[C:32](=[O:33])[C:31]4[C:26](=[CH:27][CH:28]=[CH:29][CH:30]=4)[C:25]3=[O:34])[CH2:13]2)=[CH:5][CH:4]=1.[C:50]1(=[O:56])[O:55][C:53](=[O:54])[CH2:52][CH2:51]1.C(N(CC)CC)C. The catalyst is CN(C1C=CN=CC=1)C.ClCCl. The product is [CH3:49][O:48][C:45]1[CH:46]=[CH:47][C:42]([CH:9]([C:6]2[CH:5]=[CH:4][C:3]([O:2][CH3:1])=[CH:8][CH:7]=2)[O:10][CH:11]([C:36]2[CH:37]=[CH:38][CH:39]=[CH:40][CH:41]=2)[CH:12]2[CH2:13][N:14]([C:18](=[O:35])[CH2:19][CH2:20][CH2:21][CH2:22][CH2:23][N:24]3[C:32](=[O:33])[C:31]4[C:26](=[CH:27][CH:28]=[CH:29][CH:30]=4)[C:25]3=[O:34])[CH2:15][CH:16]2[O:17][C:50](=[O:56])[CH2:51][CH2:52][C:53]([OH:55])=[O:54])=[CH:43][CH:44]=1. The yield is 0.890. (2) The reactants are [C:1]([O:9][CH2:10][C:11]([C:13]1[CH:18]=[C:17]([C:19]([F:22])([F:21])[F:20])[CH:16]=[C:15]([Br:23])[CH:14]=1)=O)(=O)[CH2:2][CH2:3][C:4]([O:6][CH3:7])=[O:5].ClC1C=C(C2[N:36]=C(CCC(OC)=O)OC=2)C=C(C(F)(F)F)C=1. No catalyst specified. The product is [Br:23][C:15]1[CH:14]=[C:13]([C:11]2[N:36]=[C:1]([CH2:2][CH2:3][C:4]([O:6][CH3:7])=[O:5])[O:9][CH:10]=2)[CH:18]=[C:17]([C:19]([F:22])([F:21])[F:20])[CH:16]=1. The yield is 0.470.